From a dataset of Forward reaction prediction with 1.9M reactions from USPTO patents (1976-2016). Predict the product of the given reaction. Given the reactants [NH2:1][CH2:2][C:3]1[C:4]([F:26])=[CH:5][C:6]([Cl:25])=[C:7]([C:9]2[NH:10][C:11](=[O:24])[N:12]([C:14]3[CH:19]=[CH:18][C:17]([C:20]([F:23])([F:22])[F:21])=[CH:16][CH:15]=3)[N:13]=2)[CH:8]=1.C1COCC1.[O:32]1[CH2:36][CH2:35][CH2:34][C@@H:33]1[C:37](O)=[O:38].CN(C(ON1N=NC2C=CC=CC1=2)=[N+](C)C)C.[B-](F)(F)(F)F, predict the reaction product. The product is: [Cl:25][C:6]1[C:7]([C:9]2[NH:10][C:11](=[O:24])[N:12]([C:14]3[CH:15]=[CH:16][C:17]([C:20]([F:22])([F:23])[F:21])=[CH:18][CH:19]=3)[N:13]=2)=[CH:8][C:3]([CH2:2][NH:1][C:37]([C@H:33]2[CH2:34][CH2:35][CH2:36][O:32]2)=[O:38])=[C:4]([F:26])[CH:5]=1.